Task: Regression. Given a peptide amino acid sequence and an MHC pseudo amino acid sequence, predict their binding affinity value. This is MHC class II binding data.. Dataset: Peptide-MHC class II binding affinity with 134,281 pairs from IEDB The peptide sequence is SGFIGFCKSMGSKCV. The MHC is DRB1_0101 with pseudo-sequence DRB1_0101. The binding affinity (normalized) is 0.971.